From a dataset of Ames mutagenicity test results for genotoxicity prediction. Regression/Classification. Given a drug SMILES string, predict its toxicity properties. Task type varies by dataset: regression for continuous values (e.g., LD50, hERG inhibition percentage) or binary classification for toxic/non-toxic outcomes (e.g., AMES mutagenicity, cardiotoxicity, hepatotoxicity). Dataset: ames. (1) The molecule is N#Cc1cccc(/C=C/c2ccc([N+](=O)[O-])cc2)c1. The result is 1 (mutagenic). (2) The drug is C=CC(=O)OCC(C)C. The result is 0 (non-mutagenic). (3) The drug is Cc1ccc(N)cc1N=[N+]([O-])c1cc(N)ccc1C. The result is 1 (mutagenic). (4) The molecule is C=C1C(=O)OC2CC(C)C3CC(O)OC(O)C3(C)CC12. The result is 1 (mutagenic).